This data is from Forward reaction prediction with 1.9M reactions from USPTO patents (1976-2016). The task is: Predict the product of the given reaction. (1) Given the reactants [Cl:1][C:2]1[CH:11]=[C:10]([C:12](=O)[CH3:13])[C:9]([N:15]2[CH2:20][CH2:19][N:18]([C:21](=[O:25])[CH2:22][O:23][CH3:24])[CH2:17][CH2:16]2)=[C:8]2[C:3]=1[CH:4]=[CH:5][CH:6]=[N:7]2.C([O-])(=O)C.[NH4+].C([BH3-])#[N:32].[Na+].O1CCCC1, predict the reaction product. The product is: [Cl:1][C:2]1[CH:11]=[C:10]([CH:12]([NH2:32])[CH3:13])[C:9]([N:15]2[CH2:16][CH2:17][N:18]([C:21](=[O:25])[CH2:22][O:23][CH3:24])[CH2:19][CH2:20]2)=[C:8]2[C:3]=1[CH:4]=[CH:5][CH:6]=[N:7]2. (2) The product is: [CH2:47]([O:46][C:44]([CH:38]1[CH2:39][CH:40]2[N:35]([C:33]([C:24]3[CH:25]=[C:26]4[CH2:32][N:31]([C:16]([O:10][CH2:9][C:4]5[CH:3]=[C:2]([Cl:1])[CH:7]=[C:6]([Cl:8])[CH:5]=5)=[O:17])[CH2:30][CH2:29][CH2:28][N:27]4[N:23]=3)=[O:34])[CH:36]([CH2:43][CH2:42][CH2:41]2)[CH2:37]1)=[O:45])[CH3:48]. Given the reactants [Cl:1][C:2]1[CH:3]=[C:4]([CH2:9][OH:10])[CH:5]=[C:6]([Cl:8])[CH:7]=1.C1N=CN([C:16](N2C=NC=C2)=[O:17])C=1.[N:23]1[N:27]2[CH2:28][CH2:29][CH2:30][NH:31][CH2:32][C:26]2=[CH:25][C:24]=1[C:33]([N:35]1[CH:40]2[CH2:41][CH2:42][CH2:43][CH:36]1[CH2:37][CH:38]([C:44]([O:46][CH2:47][CH3:48])=[O:45])[CH2:39]2)=[O:34], predict the reaction product.